From a dataset of Forward reaction prediction with 1.9M reactions from USPTO patents (1976-2016). Predict the product of the given reaction. (1) Given the reactants Cl.[CH:2]1([N:5]([CH3:12])[CH2:6]/[CH:7]=[CH:8]/[C:9]([OH:11])=O)[CH2:4][CH2:3]1.C(Cl)(C(Cl)=O)=O.[NH2:19][C:20]1[N:28]=[CH:27][N:26]=[C:25]2[C:21]=1[N:22]([C:39]1[CH:44]=[CH:43][C:42]([O:45][C:46]3[CH:51]=[CH:50][CH:49]=[CH:48][CH:47]=3)=[CH:41][CH:40]=1)[C:23](=[O:38])[N:24]2[C:29]1[CH:34]=[C:33]([NH:35][CH3:36])[CH:32]=[CH:31][C:30]=1[CH3:37], predict the reaction product. The product is: [NH2:19][C:20]1[N:28]=[CH:27][N:26]=[C:25]2[C:21]=1[N:22]([C:39]1[CH:44]=[CH:43][C:42]([O:45][C:46]3[CH:51]=[CH:50][CH:49]=[CH:48][CH:47]=3)=[CH:41][CH:40]=1)[C:23](=[O:38])[N:24]2[C:29]1[CH:34]=[C:33]([N:35]([CH3:36])[C:9](=[O:11])/[CH:8]=[CH:7]/[CH2:6][N:5]([CH:2]2[CH2:3][CH2:4]2)[CH3:12])[CH:32]=[CH:31][C:30]=1[CH3:37]. (2) Given the reactants [CH:1]1([N:7]2[C:11]3[N:12]=[C:13]([C:16]#[N:17])[N:14]=[CH:15][C:10]=3[CH:9]=[C:8]2[CH2:18][C:19]2[CH:24]=[CH:23][C:22]([CH2:25]O)=[CH:21][CH:20]=2)[CH2:6][CH2:5][CH2:4][CH2:3][CH2:2]1.C1(P(C2C=CC=CC=2)C2C=CC=CC=2)C=CC=CC=1.C(Br)(Br)(Br)[Br:47], predict the reaction product. The product is: [Br:47][CH2:25][C:22]1[CH:23]=[CH:24][C:19]([CH2:18][C:8]2[N:7]([CH:1]3[CH2:6][CH2:5][CH2:4][CH2:3][CH2:2]3)[C:11]3[N:12]=[C:13]([C:16]#[N:17])[N:14]=[CH:15][C:10]=3[CH:9]=2)=[CH:20][CH:21]=1. (3) Given the reactants [C:1]([O:5][C:6](=[O:25])[NH:7][C:8]1[CH2:9][O:10][CH2:11][C:12]([C:16]2[CH:21]=[CH:20][CH:19]=[C:18]([N:22]=[N+]=[N-])[CH:17]=2)([CH2:14][F:15])[N:13]=1)([CH3:4])([CH3:3])[CH3:2].C(OC(=O)NC1COCC(C2C=CC=C(N)C=2)(CF)N=1)(C)(C)C.[Br:49][C:50]1[CH:51]=[CH:52][C:53]([C:56](O)=[O:57])=[N:54][CH:55]=1.C1C=CC2N(O)N=NC=2C=1.C(Cl)CCl.C([O-])(O)=O.[Na+], predict the reaction product. The product is: [C:1]([O:5][C:6](=[O:25])[NH:7][C:8]1[CH2:9][O:10][CH2:11][C:12]([C:16]2[CH:21]=[CH:20][CH:19]=[C:18]([NH:22][C:56]([C:53]3[CH:52]=[CH:51][C:50]([Br:49])=[CH:55][N:54]=3)=[O:57])[CH:17]=2)([CH2:14][F:15])[N:13]=1)([CH3:4])([CH3:3])[CH3:2]. (4) Given the reactants [I:1][C:2]1[C:3]2[S:9][C:8]([C:10]3[CH:15]=[CH:14][CH:13]=[C:12]([O:16][CH3:17])[CH:11]=3)=[CH:7][C:4]=2[NH:5][N:6]=1.[C:18](O[C:18]([O:20][C:21]([CH3:24])([CH3:23])[CH3:22])=[O:19])([O:20][C:21]([CH3:24])([CH3:23])[CH3:22])=[O:19], predict the reaction product. The product is: [C:21]([O:20][C:18]([N:5]1[C:4]2[CH:7]=[C:8]([C:10]3[CH:15]=[CH:14][CH:13]=[C:12]([O:16][CH3:17])[CH:11]=3)[S:9][C:3]=2[C:2]([I:1])=[N:6]1)=[O:19])([CH3:24])([CH3:23])[CH3:22]. (5) The product is: [NH2:31][C:15]1[N:14]=[C:13]2[C:18]([C:19]([NH:32][C:33]([CH3:38])([CH2:36][OH:37])[CH2:34][OH:35])=[N:20][C:11]([S:10][CH2:9][C:3]3[CH:4]=[CH:5][CH:6]=[C:7]([F:8])[C:2]=3[F:1])=[N:12]2)=[N:17][CH:16]=1. Given the reactants [F:1][C:2]1[C:7]([F:8])=[CH:6][CH:5]=[CH:4][C:3]=1[CH2:9][S:10][C:11]1[N:20]=[C:19](SCC2C=CC=C(F)C=2F)[C:18]2[C:13](=[N:14][C:15]([NH2:31])=[CH:16][N:17]=2)[N:12]=1.[NH2:32][C:33]([CH3:38])([CH2:36][OH:37])[CH2:34][OH:35], predict the reaction product. (6) Given the reactants [C:1]([O:5][C:6]([N:8]1[CH2:13][CH:12]=[C:11]([C:14]2[CH:15]=[C:16]3[C:25](=[CH:26][CH:27]=2)[O:24][CH2:23][C:22]2[N:17]3[CH:18]([CH3:29])[C:19](=[O:28])[NH:20][N:21]=2)[CH2:10][CH2:9]1)=[O:7])([CH3:4])([CH3:3])[CH3:2], predict the reaction product. The product is: [C:1]([O:5][C:6]([N:8]1[CH2:13][CH2:12][CH:11]([C:14]2[CH:15]=[C:16]3[C:25](=[CH:26][CH:27]=2)[O:24][CH2:23][C:22]2[N:17]3[CH:18]([CH3:29])[C:19](=[O:28])[NH:20][N:21]=2)[CH2:10][CH2:9]1)=[O:7])([CH3:4])([CH3:2])[CH3:3]. (7) Given the reactants Cl[CH2:2][CH2:3][CH2:4][O:5][C:6]1[CH:11]=[CH:10][C:9]([C:12]2[O:13][CH2:14][C:15]([CH3:18])([CH3:17])[N:16]=2)=[CH:8][CH:7]=1.[I-].[Na+].[Na].[CH3:22][CH:23]1[CH2:27][CH2:26][CH:25]([CH3:28])[NH:24]1, predict the reaction product. The product is: [CH3:22][CH:23]1[CH2:27][CH2:26][CH:25]([CH3:28])[N:24]1[CH2:2][CH2:3][CH2:4][O:5][C:6]1[CH:11]=[CH:10][C:9]([C:12]2[O:13][CH2:14][C:15]([CH3:18])([CH3:17])[N:16]=2)=[CH:8][CH:7]=1.